From a dataset of Reaction yield outcomes from USPTO patents with 853,638 reactions. Predict the reaction yield, written as a fraction of the theoretical maximum amount of product (1.0 means a 100% yield; for example, 0.34 means a 34% yield). (1) The reactants are [F:1][C:2]([F:25])([F:24])[C:3]1[CH:8]=[CH:7][C:6]([CH:9]2[C:18]3[N:17]=[CH:16][CH:15]=[CH:14][C:13]=3[CH:12]=[CH:11][N:10]2[C:19]([O:21][CH2:22][CH3:23])=[O:20])=[CH:5][CH:4]=1. The catalyst is CCO.[Pd]. The product is [F:25][C:2]([F:1])([F:24])[C:3]1[CH:4]=[CH:5][C:6]([CH:9]2[C:18]3[N:17]=[CH:16][CH:15]=[CH:14][C:13]=3[CH2:12][CH2:11][N:10]2[C:19]([O:21][CH2:22][CH3:23])=[O:20])=[CH:7][CH:8]=1. The yield is 1.00. (2) The product is [Cl:3][C:4]1[CH:5]=[C:6]([I:1])[C:7]([NH2:10])=[N:8][CH:9]=1. The yield is 0.540. The catalyst is C(O)C.S([O-])([O-])(=O)=O.[Ag+2]. The reactants are [I:1]I.[Cl:3][C:4]1[CH:5]=[CH:6][C:7]([NH2:10])=[N:8][CH:9]=1. (3) The reactants are C([O:5][C:6]([CH:8]1[CH:12]([C:13]2[CH:18]=[CH:17][CH:16]=[C:15]([Cl:19])[C:14]=2[F:20])[C:11]([C:23]2[CH:28]=[CH:27][C:26]([Cl:29])=[CH:25][C:24]=2[F:30])([C:21]#[N:22])[CH:10]([CH2:31][C:32]([C:35]([O:37][CH3:38])=[O:36])([CH3:34])[CH3:33])[NH:9]1)=[O:7])(C)(C)C.[F:39][C:40]([F:45])([F:44])[C:41]([OH:43])=[O:42]. The catalyst is ClCCl. The product is [F:39][C:40]([F:45])([F:44])[C:41]([OH:43])=[O:42].[Cl:19][C:15]1[C:14]([F:20])=[C:13]([CH:12]2[C:11]([C:23]3[CH:28]=[CH:27][C:26]([Cl:29])=[CH:25][C:24]=3[F:30])([C:21]#[N:22])[CH:10]([CH2:31][C:32]([C:35]([O:37][CH3:38])=[O:36])([CH3:34])[CH3:33])[NH:9][CH:8]2[C:6]([OH:7])=[O:5])[CH:18]=[CH:17][CH:16]=1. The yield is 0.970.